Dataset: Reaction yield outcomes from USPTO patents with 853,638 reactions. Task: Predict the reaction yield, written as a fraction of the theoretical maximum amount of product (1.0 means a 100% yield; for example, 0.34 means a 34% yield). (1) The reactants are [H-].[Na+].[NH2:3][C@@H:4]1[C:13]2[C:8](=[CH:9][CH:10]=[CH:11][CH:12]=2)[C@H:7]([OH:14])[CH2:6][CH2:5]1.[CH2:15]([N:18]([CH2:29][CH:30]=[CH2:31])[C:19]1[N:23]2[CH:24]=[C:25](F)[CH:26]=[CH:27][C:22]2=[N:21][N:20]=1)[CH:16]=[CH2:17]. The catalyst is CN(C=O)C. The product is [NH2:3][C@@H:4]1[C:13]2[C:8](=[CH:9][CH:10]=[CH:11][CH:12]=2)[C@H:7]([O:14][C:25]2[CH:26]=[CH:27][C:22]3[N:23]([C:19]([N:18](/[CH:29]=[CH:30]/[CH3:31])/[CH:15]=[CH:16]/[CH3:17])=[N:20][N:21]=3)[CH:24]=2)[CH2:6][CH2:5]1. The yield is 0.610. (2) The catalyst is C(O)(=O)C. The product is [I:21][C:6]1[C:7]2[S:11][C:10]([NH:12][C:13]([C:15]3[S:16][C:17]([CH3:20])=[CH:18][CH:19]=3)=[O:14])=[N:9][C:8]=2[C:3]([O:2][CH3:1])=[CH:4][CH:5]=1. The reactants are [CH3:1][O:2][C:3]1[C:8]2[N:9]=[C:10]([NH:12][C:13]([C:15]3[S:16][C:17]([CH3:20])=[CH:18][CH:19]=3)=[O:14])[S:11][C:7]=2[CH:6]=[CH:5][CH:4]=1.[I:21]Cl.C([O-])(=O)C.[Na+].COC(=O)NC1SC2C=CC=C(OC)C=2N=1. The yield is 0.930. (3) The reactants are Cl[C:2]1[S:6][C:5]([S:7]([NH:10][C:11]2[C:19]3[C:14](=[CH:15][CH:16]=[CH:17][C:18]=3[O:20][CH3:21])[N:13]([CH2:22][C:23]3[CH:24]=[C:25]([CH2:29][NH:30][C:31](=[O:33])[CH3:32])[CH:26]=[CH:27][CH:28]=3)[N:12]=2)(=[O:9])=[O:8])=[CH:4][CH:3]=1.[H-].[Al+3].[Li+].[H-].[H-].[H-]. The catalyst is C1COCC1. The product is [CH3:21][O:20][C:18]1[CH:17]=[CH:16][CH:15]=[C:14]2[C:19]=1[C:11]([NH:10][S:7]([C:5]1[S:6][CH:2]=[CH:3][CH:4]=1)(=[O:8])=[O:9])=[N:12][N:13]2[CH2:22][C:23]1[CH:24]=[C:25]([CH2:29][NH:30][C:31](=[O:33])[CH3:32])[CH:26]=[CH:27][CH:28]=1. The yield is 0.640. (4) The reactants are Br[C:2]1[C:3]([O:12][CH3:13])=[CH:4][C:5]([O:10][CH3:11])=[C:6]([CH:9]=1)[CH:7]=[O:8].[S:14]1[CH:18]=[CH:17][CH:16]=[C:15]1B(O)O.C1COCC1.[F-].[K+]. The catalyst is O.CCOC(C)=O. The product is [CH3:11][O:10][C:5]1[CH:4]=[C:3]([O:12][CH3:13])[C:2]([C:15]2[S:14][CH:18]=[CH:17][CH:16]=2)=[CH:9][C:6]=1[CH:7]=[O:8]. The yield is 0.940.